This data is from Forward reaction prediction with 1.9M reactions from USPTO patents (1976-2016). The task is: Predict the product of the given reaction. (1) Given the reactants [CH3:1][C:2]1[C:3]([NH:12][CH:13]2[CH2:18][CH2:17][O:16][CH2:15][CH2:14]2)=[N:4][CH:5]=[CH:6][C:7]=1[C:8]([O:10]C)=[O:9].[H-].[Na+].I[CH2:22][CH3:23].Cl.O1CCOCC1, predict the reaction product. The product is: [CH2:22]([N:12]([CH:13]1[CH2:18][CH2:17][O:16][CH2:15][CH2:14]1)[C:3]1[C:2]([CH3:1])=[C:7]([C:8]([OH:10])=[O:9])[CH:6]=[CH:5][N:4]=1)[CH3:23]. (2) Given the reactants [F:1][C:2]1[CH:7]=[C:6]([CH:8]2[CH2:13][CH2:12][CH2:11][CH2:10][NH:9]2)[CH:5]=[CH:4][C:3]=1[C:14]1[O:15][C:16]2[C:22]([C:23]([NH2:25])=[O:24])=[CH:21][CH:20]=[CH:19][C:17]=2[N:18]=1.[CH:26](=O)[CH2:27][CH3:28], predict the reaction product. The product is: [F:1][C:2]1[CH:7]=[C:6]([CH:8]2[CH2:13][CH2:12][CH2:11][CH2:10][N:9]2[CH2:26][CH2:27][CH3:28])[CH:5]=[CH:4][C:3]=1[C:14]1[O:15][C:16]2[C:22]([C:23]([NH2:25])=[O:24])=[CH:21][CH:20]=[CH:19][C:17]=2[N:18]=1. (3) Given the reactants [F:1][C:2]([F:38])([F:37])[C:3]1[CH:4]=[C:5]([C@H:13]2[O:17][C:16](=[O:18])[N:15]([CH2:19][C:20]3[C:21]([NH:27][CH:28]4[CH2:33][CH2:32][O:31][CH:30]([CH2:34][CH3:35])[CH2:29]4)=[N:22][CH:23]=[C:24](Br)[CH:25]=3)[C@H:14]2[CH3:36])[CH:6]=[C:7]([C:9]([F:12])([F:11])[F:10])[CH:8]=1.C([O-])([O-])=O.[Na+].[Na+].[C:45]1(B(O)O)[CH:50]=[CH:49][CH:48]=[CH:47][CH:46]=1, predict the reaction product. The product is: [F:1][C:2]([F:38])([F:37])[C:3]1[CH:4]=[C:5]([C@H:13]2[O:17][C:16](=[O:18])[N:15]([CH2:19][C:20]3[C:21]([NH:27][CH:28]4[CH2:33][CH2:32][O:31][CH:30]([CH2:34][CH3:35])[CH2:29]4)=[N:22][CH:23]=[C:24]([C:45]4[CH:50]=[CH:49][CH:48]=[CH:47][CH:46]=4)[CH:25]=3)[C@H:14]2[CH3:36])[CH:6]=[C:7]([C:9]([F:12])([F:11])[F:10])[CH:8]=1. (4) Given the reactants [CH3:1][C:2]1([CH3:33])[C:6]2[C:7]([O:11][C:12]3[N:17]=[CH:16][C:15]([NH:18][C:19]([C:21]4([NH:25]C(=O)OC(C)(C)C)[CH2:24]C[CH2:22]4)=[O:20])=[CH:14][CH:13]=3)=[CH:8][CH:9]=[CH:10][C:5]=2[O:4][CH2:3]1.CC(N(C1(C(NC2C=NC(OC3C4C(C)(C)COC=4C=CC=3)=CC=2)=O)CC1)C(=O)[O-])(C)C, predict the reaction product. The product is: [NH2:25][C:21]1([C:19]([NH:18][C:15]2[CH:16]=[N:17][C:12]([O:11][C:7]3[C:6]4[C:2]([CH3:1])([CH3:33])[CH2:3][O:4][C:5]=4[CH:10]=[CH:9][CH:8]=3)=[CH:13][CH:14]=2)=[O:20])[CH2:22][CH2:24]1. (5) Given the reactants [F:1][C:2]([F:24])([F:23])[C:3]([C:9]1[CH:14]=[CH:13][C:12]([C:15]2[CH:20]=[CH:19][C:18]([CH:21]=O)=[CH:17][CH:16]=2)=[CH:11][CH:10]=1)([OH:8])[C:4]([F:7])([F:6])[F:5].[C:25]1([N:31]2[CH2:36][CH2:35][NH:34][CH2:33][CH2:32]2)[CH:30]=[CH:29][CH:28]=[CH:27][CH:26]=1.C(=O)C1C=CN=CC=1, predict the reaction product. The product is: [F:1][C:2]([F:24])([F:23])[C:3]([C:9]1[CH:14]=[CH:13][C:12]([C:15]2[CH:20]=[CH:19][C:18]([CH2:21][N:34]3[CH2:35][CH2:36][N:31]([C:25]4[CH:30]=[CH:29][CH:28]=[CH:27][CH:26]=4)[CH2:32][CH2:33]3)=[CH:17][CH:16]=2)=[CH:11][CH:10]=1)([OH:8])[C:4]([F:7])([F:6])[F:5].